Task: Regression. Given two drug SMILES strings and cell line genomic features, predict the synergy score measuring deviation from expected non-interaction effect.. Dataset: NCI-60 drug combinations with 297,098 pairs across 59 cell lines Drug 1: C(=O)(N)NO. Drug 2: C1=NC2=C(N1)C(=S)N=CN2. Cell line: RXF 393. Synergy scores: CSS=35.6, Synergy_ZIP=-3.32, Synergy_Bliss=-1.06, Synergy_Loewe=-19.0, Synergy_HSA=-1.27.